This data is from Full USPTO retrosynthesis dataset with 1.9M reactions from patents (1976-2016). The task is: Predict the reactants needed to synthesize the given product. (1) Given the product [CH3:22][C:20]1[O:19][N:18]=[C:17]([C:12]2[CH:13]=[C:14]3[C:9](=[CH:10][CH:11]=2)[CH:8]=[C:7]([B:25]([OH:26])[OH:24])[CH:16]=[CH:15]3)[N:21]=1, predict the reactants needed to synthesize it. The reactants are: C([Li])CCC.Br[C:7]1[CH:8]=[C:9]2[C:14](=[CH:15][CH:16]=1)[CH:13]=[C:12]([C:17]1[N:21]=[C:20]([CH3:22])[O:19][N:18]=1)[CH:11]=[CH:10]2.C[O:24][B:25](OC)[O:26]C.Cl. (2) Given the product [Cl:1][C:2]1[CH:7]=[CH:6][C:5]([C:13]([CH3:15])([CH3:14])[C:12]#[N:16])=[C:4]([O:9][CH3:10])[C:3]=1[F:11], predict the reactants needed to synthesize it. The reactants are: [Cl:1][C:2]1[C:3]([F:11])=[C:4]([O:9][CH3:10])[C:5](F)=[CH:6][CH:7]=1.[C:12](#[N:16])[CH:13]([CH3:15])[CH3:14].C[Si](C)(C)[N-][Si](C)(C)C.[K+].S(=O)(=O)(O)O.